This data is from Catalyst prediction with 721,799 reactions and 888 catalyst types from USPTO. The task is: Predict which catalyst facilitates the given reaction. (1) Reactant: [OH:1][CH2:2][CH2:3][C:4]1[CH:9]=[CH:8][C:7]([N:10]2[C:32]([NH:33][C:34](=[O:36])[CH3:35])=[C:13]3[C:14](=[O:31])[N:15]([CH2:22][C:23]4[CH:28]=[CH:27][C:26]([O:29][CH3:30])=[CH:25][CH:24]=4)[C:16]4[CH:17]=[CH:18][CH:19]=[CH:20][C:21]=4[C:12]3=[N:11]2)=[CH:6][CH:5]=1.C(N(CC)CC)C.[CH3:44][S:45](Cl)(=[O:47])=[O:46]. Product: [CH3:44][S:45]([O:1][CH2:2][CH2:3][C:4]1[CH:5]=[CH:6][C:7]([N:10]2[C:32]([NH:33][C:34](=[O:36])[CH3:35])=[C:13]3[C:14](=[O:31])[N:15]([CH2:22][C:23]4[CH:28]=[CH:27][C:26]([O:29][CH3:30])=[CH:25][CH:24]=4)[C:16]4[CH:17]=[CH:18][CH:19]=[CH:20][C:21]=4[C:12]3=[N:11]2)=[CH:8][CH:9]=1)(=[O:47])=[O:46]. The catalyst class is: 7. (2) Reactant: [C:1]([O:4][C@H:5]1[C@H:10]([O:11]C(C2C=CC=CC=2)(C2C=CC=CC=2)C2C=CC=CC=2)[CH2:9][CH2:8][CH2:7][C@@H:6]1[N:31]=[N+:32]=[N-:33])(=[O:3])[CH3:2]. Product: [C:1]([O:4][C@H:5]1[C@H:10]([OH:11])[CH2:9][CH2:8][CH2:7][C@@H:6]1[N:31]=[N+:32]=[N-:33])(=[O:3])[CH3:2]. The catalyst class is: 52. (3) Reactant: [F:1][C:2]([F:7])([F:6])[C:3]([NH2:5])=[O:4].CC(C)([O-])C.[Na+].BrN1C(C)(C)C(=O)N(Br)C1=O.[F:25][C:26]1[C:27]([C:42]2[C:50]3[O:49][CH:48]=[CH:47][C:46]=3[C:45]([F:51])=[CH:44][CH:43]=2)=[CH:28][C:29]([NH:32][C:33]2[CH:38]=[C:37]([CH2:39][S:40][CH3:41])[CH:36]=[CH:35][N:34]=2)=[N:30][CH:31]=1.S([O-])([O-])=O.[Na+].[Na+]. Product: [F:1][C:2]([F:7])([F:6])[C:3]([N:5]=[S:40]([CH2:39][C:37]1[CH:36]=[CH:35][N:34]=[C:33]([NH:32][C:29]2[CH:28]=[C:27]([C:42]3[C:50]4[O:49][CH:48]=[CH:47][C:46]=4[C:45]([F:51])=[CH:44][CH:43]=3)[C:26]([F:25])=[CH:31][N:30]=2)[CH:38]=1)[CH3:41])=[O:4]. The catalyst class is: 155. (4) The catalyst class is: 16. Reactant: [F:1][C:2]1[CH:7]=[C:6](F)[C:5]([F:9])=[CH:4][C:3]=1[N+:10]([O-:12])=[O:11].[CH3:13][N:14]1[C:19]([C:20]([F:23])([F:22])[F:21])=[CH:18][C:17](=[O:24])[NH:16][C:15]1=[O:25].C(=O)([O-])[O-].[K+].[K+]. Product: [F:1][C:2]1[CH:7]=[C:6]([N:16]2[C:17](=[O:24])[CH:18]=[C:19]([C:20]([F:22])([F:23])[F:21])[N:14]([CH3:13])[C:15]2=[O:25])[C:5]([F:9])=[CH:4][C:3]=1[N+:10]([O-:12])=[O:11]. (5) Reactant: [O:1]1[CH:5]=[CH:4][N:3]=[C:2]1[CH:6]=O.[C:8](=[O:15])([O:10][C:11]([CH3:14])([CH3:13])[CH3:12])[NH2:9].[C:16]1([CH3:26])[CH:21]=[CH:20][C:19]([S:22]([O-])(=[O:24])=[O:23])=[CH:18][CH:17]=1.[Na+].C(O)=O. Product: [C:11]([O:10][C:8](=[O:15])[NH:9][CH:6]([C:2]1[O:1][CH:5]=[CH:4][N:3]=1)[S:22]([C:19]1[CH:20]=[CH:21][C:16]([CH3:26])=[CH:17][CH:18]=1)(=[O:24])=[O:23])([CH3:14])([CH3:13])[CH3:12]. The catalyst class is: 24. (6) Reactant: [F:1][C:2]1[C:7]([Br:8])=[CH:6][C:5]([NH:9][CH:10]2[CH2:15][CH2:14][N:13]([C:16]([O:18][C:19]([CH3:22])([CH3:21])[CH3:20])=[O:17])[CH2:12][CH2:11]2)=[C:4]([N+:23]([O-])=O)[CH:3]=1.O.NN. Product: [NH2:23][C:4]1[CH:3]=[C:2]([F:1])[C:7]([Br:8])=[CH:6][C:5]=1[NH:9][CH:10]1[CH2:15][CH2:14][N:13]([C:16]([O:18][C:19]([CH3:22])([CH3:21])[CH3:20])=[O:17])[CH2:12][CH2:11]1. The catalyst class is: 171. (7) Reactant: [OH:1][C:2]1[CH:9]=[CH:8][C:5]([CH:6]=[O:7])=[CH:4][C:3]=1[O:10][CH3:11].C(=O)([O-])[O-].[Li+].[Li+].F[C:19]1[CH:26]=[CH:25][C:22]([C:23]#[N:24])=[CH:21][CH:20]=1.O. Product: [CH:6]([C:5]1[CH:8]=[CH:9][C:2]([O:1][C:19]2[CH:26]=[CH:25][C:22]([C:23]#[N:24])=[CH:21][CH:20]=2)=[C:3]([O:10][CH3:11])[CH:4]=1)=[O:7]. The catalyst class is: 16.